Dataset: Full USPTO retrosynthesis dataset with 1.9M reactions from patents (1976-2016). Task: Predict the reactants needed to synthesize the given product. (1) The reactants are: [OH:1][CH2:2][C:3]1O[CH:5]=[C:6]([O:10][CH2:11][C:12]2[CH:17]=[CH:16][C:15]([O:18][CH3:19])=[CH:14][CH:13]=2)[C:7](=[O:9])[CH:8]=1.Cl.[NH2:21][OH:22]. Given the product [OH:22][N:21]1[CH:5]=[C:6]([O:10][CH2:11][C:12]2[CH:17]=[CH:16][C:15]([O:18][CH3:19])=[CH:14][CH:13]=2)[C:7](=[O:9])[CH:8]=[C:3]1[CH2:2][OH:1], predict the reactants needed to synthesize it. (2) The reactants are: [CH2:1]([O:8][C:9]([NH:11][C@H](C(O)=O)CC(C)C)=[O:10])[C:2]1[CH:7]=[CH:6][CH:5]=[CH:4][CH:3]=1.C[N:21]1[CH2:26][CH2:25][O:24]CC1.ClC(O[CH2:31][CH:32]([CH3:34])[CH3:33])=O. Given the product [CH2:1]([O:8][C:9]([NH:11][C:25](=[O:24])[C@H:26]([CH2:31][CH:32]([CH3:34])[CH3:33])[NH2:21])=[O:10])[C:2]1[CH:7]=[CH:6][CH:5]=[CH:4][CH:3]=1, predict the reactants needed to synthesize it. (3) Given the product [C:1]([N:4]1[CH2:9][CH2:8][CH:7]([N:10]([CH:22]2[CH2:23][CH2:24][CH2:25][CH2:26][CH2:27]2)[C:11]([NH:13][C:14]2[S:15][C:16]([S:19][CH2:20][CH2:44][N:36]3[CH2:37][CH2:38][CH2:39][CH2:40][CH2:41][CH2:42]3)=[CH:17][N:18]=2)=[O:12])[CH2:6][CH2:5]1)(=[O:3])[CH3:2], predict the reactants needed to synthesize it. The reactants are: [C:1]([N:4]1[CH2:9][CH2:8][CH:7]([N:10]([CH:22]2[CH2:27][CH2:26][CH2:25][CH2:24][CH2:23]2)[C:11]([NH:13][C:14]2[S:15][C:16]([S:19][C:20]#N)=[CH:17][N:18]=2)=[O:12])[CH2:6][CH2:5]1)(=[O:3])[CH3:2].SC[C@@H]([C@@H](CS)O)O.[N:36](=[CH:44]CCl)[CH2:37][CH2:38][CH2:39][CH2:40][CH2:41][CH2:42]Cl.